This data is from NCI-60 drug combinations with 297,098 pairs across 59 cell lines. The task is: Regression. Given two drug SMILES strings and cell line genomic features, predict the synergy score measuring deviation from expected non-interaction effect. (1) Drug 1: CN1C2=C(C=C(C=C2)N(CCCl)CCCl)N=C1CCCC(=O)O.Cl. Drug 2: C1=NC2=C(N=C(N=C2N1C3C(C(C(O3)CO)O)F)Cl)N. Cell line: RPMI-8226. Synergy scores: CSS=-8.07, Synergy_ZIP=3.93, Synergy_Bliss=-0.0367, Synergy_Loewe=-3.00, Synergy_HSA=-7.22. (2) Drug 1: C1CC(C1)(C(=O)O)C(=O)O.[NH2-].[NH2-].[Pt+2]. Drug 2: CC1=C(C=C(C=C1)C(=O)NC2=CC(=CC(=C2)C(F)(F)F)N3C=C(N=C3)C)NC4=NC=CC(=N4)C5=CN=CC=C5. Cell line: SF-295. Synergy scores: CSS=-16.9, Synergy_ZIP=8.37, Synergy_Bliss=-2.34, Synergy_Loewe=-9.52, Synergy_HSA=-14.6.